Dataset: Retrosynthesis with 50K atom-mapped reactions and 10 reaction types from USPTO. Task: Predict the reactants needed to synthesize the given product. (1) Given the product COC(=O)c1ccc(Oc2ccc(Cl)c(C(C)C(O)(c3ccnc(Cl)c3)C(F)(F)F)c2)nn1, predict the reactants needed to synthesize it. The reactants are: CC(c1cc(O)ccc1Cl)C(O)(c1ccnc(Cl)c1)C(F)(F)F.COC(=O)c1ccc(Cl)nn1. (2) Given the product OCCN1Cc2ccccc2C1, predict the reactants needed to synthesize it. The reactants are: OCCBr.c1ccc2c(c1)CNC2. (3) Given the product CCOC(C(=O)NCc1ccc(C#N)cc1N)N1Cc2c(C)cccc2C1=O, predict the reactants needed to synthesize it. The reactants are: CCOC(C(=O)NCc1ccc(C#N)cc1[N+](=O)[O-])N1Cc2c(C)cccc2C1=O. (4) Given the product Cc1ccc2c(c1)C(N1CCN(C)[C@@H](CCc3ccccc3)C1)=Nc1ccccc1N2, predict the reactants needed to synthesize it. The reactants are: C=O.Cc1ccc2c(c1)C(N1CCN[C@@H](CCc3ccccc3)C1)=Nc1ccccc1N2.